This data is from Reaction yield outcomes from USPTO patents with 853,638 reactions. The task is: Predict the reaction yield, written as a fraction of the theoretical maximum amount of product (1.0 means a 100% yield; for example, 0.34 means a 34% yield). (1) The reactants are [OH:1][C:2]1[C:3](=[O:10])[CH:4]=[C:5]([CH2:8][OH:9])[O:6][CH:7]=1.CC(C)([O-])C.[K+].[CH3:17][O:18][C:19]1[CH:26]=[CH:25][C:22]([CH2:23]Cl)=[CH:21][CH:20]=1. The catalyst is CN(C)C=O. The product is [OH:9][CH2:8][C:5]1[O:6][CH:7]=[C:2]([O:1][CH2:23][C:22]2[CH:25]=[CH:26][C:19]([O:18][CH3:17])=[CH:20][CH:21]=2)[C:3](=[O:10])[CH:4]=1. The yield is 0.738. (2) The yield is 0.550. The product is [O:1]([C:8]1[CH:9]=[C:10]([C:14]23[CH2:21][CH2:20][C:17]([CH2:22][CH2:23][CH2:24][CH:25]=[O:26])([CH2:18][CH2:19]2)[CH2:16][O:15]3)[CH:11]=[CH:12][CH:13]=1)[C:2]1[CH:7]=[CH:6][CH:5]=[CH:4][CH:3]=1. The catalyst is C(Cl)Cl. The reactants are [O:1]([C:8]1[CH:9]=[C:10]([C:14]23[CH2:21][CH2:20][C:17]([CH2:22][CH2:23][CH2:24][CH2:25][OH:26])([CH2:18][CH2:19]2)[CH2:16][O:15]3)[CH:11]=[CH:12][CH:13]=1)[C:2]1[CH:7]=[CH:6][CH:5]=[CH:4][CH:3]=1.CC(OI1(OC(C)=O)(OC(C)=O)OC(=O)C2C=CC=CC1=2)=O.C([O-])(O)=O.[Na+].[O-]S([O-])(=S)=O.[Na+].[Na+]. (3) The reactants are [O:1]=[C:2]([C:15]1[CH:20]=[CH:19][CH:18]=[CH:17][CH:16]=1)[CH2:3][CH2:4][C:5]([NH:7][C:8]1[CH:13]=[CH:12][C:11]([CH3:14])=[CH:10][CH:9]=1)=[O:6].[S:21](Cl)(Cl)=O. No catalyst specified. The product is [C:2]([C:3]1[S:21][N:7]([C:8]2[CH:13]=[CH:12][C:11]([CH3:14])=[CH:10][CH:9]=2)[C:5](=[O:6])[CH:4]=1)(=[O:1])[C:15]1[CH:20]=[CH:19][CH:18]=[CH:17][CH:16]=1. The yield is 0.770. (4) The reactants are [CH2:1]([NH:8][C:9](=[O:18])[C:10]1[CH:15]=[CH:14][C:13]([NH:16][NH2:17])=[N:12][CH:11]=1)[C:2]1[CH:7]=[CH:6][CH:5]=[CH:4][CH:3]=1.[C:19]([C:21]1[CH:26]=[CH:25][C:24]([C:27](=[CH:32]N(C)C)[C:28](OC)=[O:29])=[CH:23][C:22]=1[F:36])#[N:20].C(O)(=O)C.CCN(C(C)C)C(C)C. The catalyst is CC(O)C.CS(C)=O. The product is [CH2:1]([NH:8][C:9](=[O:18])[C:10]1[CH:15]=[CH:14][C:13]([N:16]2[C:28]([OH:29])=[C:27]([C:24]3[CH:25]=[CH:26][C:21]([C:19]#[N:20])=[C:22]([F:36])[CH:23]=3)[CH:32]=[N:17]2)=[N:12][CH:11]=1)[C:2]1[CH:3]=[CH:4][CH:5]=[CH:6][CH:7]=1. The yield is 0.430.